This data is from Reaction yield outcomes from USPTO patents with 853,638 reactions. The task is: Predict the reaction yield, written as a fraction of the theoretical maximum amount of product (1.0 means a 100% yield; for example, 0.34 means a 34% yield). (1) The reactants are [C:1]([O:5][C:6](=[O:36])[NH:7][C:8]1([C:12]2[CH:17]=[CH:16][C:15]([C:18]3[C:27](=[O:28])[C:26]4[C:21](=[C:22](Br)[CH:23]=[CH:24][CH:25]=4)[O:20][C:19]=3[C:30]3[CH:35]=[CH:34][CH:33]=[CH:32][CH:31]=3)=[CH:14][CH:13]=2)[CH2:11][CH2:10][CH2:9]1)([CH3:4])([CH3:3])[CH3:2].[NH:37]1[CH2:42][CH2:41][O:40][CH2:39][CH2:38]1.C1C=CC(P(C2C=CC3C(=CC=CC=3)C=2C2C3C(=CC=CC=3)C=CC=2P(C2C=CC=CC=2)C2C=CC=CC=2)C2C=CC=CC=2)=CC=1.C(=O)([O-])[O-].[Cs+].[Cs+]. The catalyst is C1(C)C=CC=CC=1.CCOC(C)=O.C1C=CC(/C=C/C(/C=C/C2C=CC=CC=2)=O)=CC=1.C1C=CC(/C=C/C(/C=C/C2C=CC=CC=2)=O)=CC=1.C1C=CC(/C=C/C(/C=C/C2C=CC=CC=2)=O)=CC=1.[Pd].[Pd]. The product is [C:1]([O:5][C:6](=[O:36])[NH:7][C:8]1([C:12]2[CH:17]=[CH:16][C:15]([C:18]3[C:27](=[O:28])[C:26]4[C:21](=[C:22]([N:37]5[CH2:42][CH2:41][O:40][CH2:39][CH2:38]5)[CH:23]=[CH:24][CH:25]=4)[O:20][C:19]=3[C:30]3[CH:35]=[CH:34][CH:33]=[CH:32][CH:31]=3)=[CH:14][CH:13]=2)[CH2:11][CH2:10][CH2:9]1)([CH3:4])([CH3:3])[CH3:2]. The yield is 0.700. (2) The reactants are [C:1]1(O)[CH:6]=[CH:5][CH:4]=[CH:3][CH:2]=1.[C:8]([O-])([O-])=[O:9].[K+].[K+].[CH2:14](Br)[C:15]1[CH:20]=[CH:19][CH:18]=[CH:17][CH:16]=1. The catalyst is CC(C)=O. The product is [CH2:8]([O:9][CH2:14][C:15]1[CH:20]=[CH:19][CH:18]=[CH:17][CH:16]=1)[C:1]1[CH:6]=[CH:5][CH:4]=[CH:3][CH:2]=1. The yield is 0.970. (3) The reactants are FC(F)(F)C(O)=O.[NH2:8][CH2:9][CH2:10][NH:11][C:12](=[O:17])[C:13]([F:16])([F:15])[F:14].CCN(C(C)C)C(C)C.[N:27]([CH:30]([O:42][CH2:43][CH2:44][O:45][CH2:46][C:47]([O:49][CH2:50][CH3:51])=[O:48])[CH2:31][O:32][C:33]1[CH:34]=[C:35]([CH:39]=[CH:40][CH:41]=1)[C:36](O)=[O:37])=[N+:28]=[N-:29].C1CN([P+](ON2N=NC3C=CC=CC2=3)(N2CCCC2)N2CCCC2)CC1.F[P-](F)(F)(F)(F)F. The catalyst is CN(C=O)C. The product is [CH2:50]([O:49][C:47](=[O:48])[CH2:46][O:45][CH2:44][CH2:43][O:42][CH:30]([N:27]=[N+:28]=[N-:29])[CH2:31][O:32][C:33]1[CH:41]=[CH:40][CH:39]=[C:35]([C:36](=[O:37])[NH:8][CH2:9][CH2:10][NH:11][C:12](=[O:17])[C:13]([F:16])([F:15])[F:14])[CH:34]=1)[CH3:51]. The yield is 0.960. (4) The reactants are [C:1]([O:5][C:6]([N:8]1[CH2:17][CH2:16][C:15]2[C:10](=[CH:11][CH:12]=[CH:13][C:14]=2[CH:18]=O)[CH2:9]1)=[O:7])([CH3:4])([CH3:3])[CH3:2].C([O:24][C:25](=[O:28])[CH2:26][CH3:27])(=O)CC.CC([O-])=O.[Na+]. No catalyst specified. The product is [C:1]([O:5][C:6]([N:8]1[CH2:17][CH2:16][C:15]2[C:10](=[CH:11][CH:12]=[CH:13][C:14]=2/[CH:18]=[C:26](/[C:25]([OH:24])=[O:28])\[CH3:27])[CH2:9]1)=[O:7])([CH3:4])([CH3:3])[CH3:2]. The yield is 0.0300. (5) The reactants are CC(C)([O-])C.[K+].[CH2:7]([N:14]([CH2:18][C:19]1[C:24](Cl)=[N:23][C:22]([N:26]2[CH2:31][CH2:30][CH2:29][CH2:28][CH:27]2[CH3:32])=[CH:21][N:20]=1)[CH2:15][CH2:16][OH:17])[C:8]1[CH:13]=[CH:12][CH:11]=[CH:10][CH:9]=1.O. The catalyst is CN(C=O)C. The product is [CH2:7]([N:14]1[CH2:18][C:19]2[N:20]=[CH:21][C:22]([N:26]3[CH2:31][CH2:30][CH2:29][CH2:28][CH:27]3[CH3:32])=[N:23][C:24]=2[O:17][CH2:16][CH2:15]1)[C:8]1[CH:13]=[CH:12][CH:11]=[CH:10][CH:9]=1. The yield is 0.780. (6) The reactants are [N:1]1[N:2]([C:6]2[C:7]([C:12]([N:14]3[CH2:18][CH:17]4[CH2:19][N:20](C(OC(C)(C)C)=O)[CH2:21][CH:16]4[CH2:15]3)=[O:13])=[N:8][CH:9]=[CH:10][CH:11]=2)[N:3]=[CH:4][CH:5]=1.C(O)(C(F)(F)F)=O. The catalyst is C(Cl)Cl. The product is [N:1]1[N:2]([C:6]2[C:7]([C:12]([N:14]3[CH2:18][CH:17]4[CH:16]([CH2:21][NH:20][CH2:19]4)[CH2:15]3)=[O:13])=[N:8][CH:9]=[CH:10][CH:11]=2)[N:3]=[CH:4][CH:5]=1. The yield is 0.840. (7) The reactants are [S:1]1[C:5]([CH2:6][O:7][C:8]([NH:10][CH2:11][CH2:12][CH2:13][NH:14][C:15](=[O:21])[O:16][C:17]([CH3:20])([CH3:19])[CH3:18])=[O:9])=[CH:4][N:3]=[CH:2]1.[H-].[Na+].[C:24]1([C:30]2[CH:37]=[CH:36][C:33]([CH2:34]Br)=[CH:32][CH:31]=2)[CH:29]=[CH:28][CH:27]=[CH:26][CH:25]=1. No catalyst specified. The product is [C:30]1([C:24]2[CH:25]=[CH:26][CH:27]=[CH:28][CH:29]=2)[CH:31]=[CH:32][C:33]([CH2:34][N:14]([CH2:13][CH2:12][CH2:11][N:10]([CH2:34][C:33]2[CH:36]=[CH:37][C:30]([C:24]3[CH:29]=[CH:28][CH:27]=[CH:26][CH:25]=3)=[CH:31][CH:32]=2)[C:8]([O:7][CH2:6][C:5]2[S:1][CH:2]=[N:3][CH:4]=2)=[O:9])[C:15](=[O:21])[O:16][C:17]([CH3:18])([CH3:20])[CH3:19])=[CH:36][CH:37]=1. The yield is 0.480. (8) The reactants are [F:1][C:2]1[CH:8]=[CH:7][CH:6]=[CH:5][C:3]=1[NH2:4].[C:9]([C:15]([O:17][CH3:18])=[O:16])#[C:10][C:11]([O:13][CH3:14])=[O:12]. The catalyst is CO. The product is [F:1][C:2]1[CH:8]=[CH:7][CH:6]=[CH:5][C:3]=1[NH:4]/[C:10](=[CH:9]/[C:15]([O:17][CH3:18])=[O:16])/[C:11]([O:13][CH3:14])=[O:12]. The yield is 0.830.